Dataset: Forward reaction prediction with 1.9M reactions from USPTO patents (1976-2016). Task: Predict the product of the given reaction. (1) Given the reactants CS(C)=O.[CH:5]([C:7]1[O:11][C:10](B(O)O)=[CH:9][CH:8]=1)=[O:6].C([O-])(=O)C.[K+].I[C:21]1[CH:22]=[C:23]2[C:28](=[CH:29][CH:30]=1)[N:27]=[CH:26][NH:25][C:24]2=[O:31], predict the reaction product. The product is: [O:31]=[C:24]1[C:23]2[C:28](=[CH:29][CH:30]=[C:21]([C:10]3[O:11][C:7]([CH:5]=[O:6])=[CH:8][CH:9]=3)[CH:22]=2)[N:27]=[CH:26][NH:25]1. (2) Given the reactants Br[CH2:2][CH2:3][O:4][C:5]([N:7]1[CH2:12][CH2:11][CH:10]([NH:13][C:14]([C:16]2[C:20]([NH:21][C:22](=[O:31])[C:23]3[C:28]([Cl:29])=[CH:27][CH:26]=[CH:25][C:24]=3[Cl:30])=[CH:19][NH:18][N:17]=2)=[O:15])[CH2:9][CH2:8]1)=[O:6].[F-:32].C([N+](CCCC)(CCCC)CCCC)CCC, predict the reaction product. The product is: [F:32][CH2:2][CH2:3][O:4][C:5]([N:7]1[CH2:12][CH2:11][CH:10]([NH:13][C:14]([C:16]2[C:20]([NH:21][C:22](=[O:31])[C:23]3[C:28]([Cl:29])=[CH:27][CH:26]=[CH:25][C:24]=3[Cl:30])=[CH:19][NH:18][N:17]=2)=[O:15])[CH2:9][CH2:8]1)=[O:6]. (3) Given the reactants [Cl:1][C:2]1[CH:7]=[C:6]([N+:8]([O-:10])=[O:9])[CH:5]=[CH:4][C:3]=1F.[OH:12][C:13]1[CH:14]=[C:15]([C:19](=[O:21])[CH3:20])[CH:16]=[CH:17][CH:18]=1.C(=O)([O-])[O-].[K+].[K+], predict the reaction product. The product is: [Cl:1][C:2]1[CH:7]=[C:6]([N+:8]([O-:10])=[O:9])[CH:5]=[CH:4][C:3]=1[O:12][C:13]1[CH:14]=[C:15]([C:19](=[O:21])[CH3:20])[CH:16]=[CH:17][CH:18]=1. (4) Given the reactants [C:1]([C:5]1[N:10]=[C:9]([N:11]2[CH2:16][CH2:15][N:14]([CH2:17][CH2:18][CH2:19][CH2:20][NH2:21])[CH2:13][CH2:12]2)[CH:8]=[C:7]([C:22]([F:25])([F:24])[F:23])[N:6]=1)([CH3:4])([CH3:3])[CH3:2].C1N=CN([C:31]([N:33]2[CH:37]=N[CH:35]=[CH:34]2)=[O:32])C=1.[CH2:38]([CH:45]1CCNC[CH2:46]1)[C:39]1[CH:44]=[CH:43][CH:42]=[CH:41][CH:40]=1, predict the reaction product. The product is: [CH2:38]([CH:45]1[CH2:35][CH2:34][N:33]([C:31]([NH:21][CH2:20][CH2:19][CH2:18][CH2:17][N:14]2[CH2:15][CH2:16][N:11]([C:9]3[CH:8]=[C:7]([C:22]([F:24])([F:25])[F:23])[N:6]=[C:5]([C:1]([CH3:4])([CH3:2])[CH3:3])[N:10]=3)[CH2:12][CH2:13]2)=[O:32])[CH2:37][CH2:46]1)[C:39]1[CH:44]=[CH:43][CH:42]=[CH:41][CH:40]=1. (5) Given the reactants Cl[CH2:2][C:3]1[S:7][C:6]([NH:8][C:9](=[O:11])[CH3:10])=[N:5][CH:4]=1.Cl.[CH2:13]([CH:20]1[CH2:25][CH2:24][NH:23][CH:22]([CH3:26])[CH2:21]1)[C:14]1[CH:19]=[CH:18][CH:17]=[CH:16][CH:15]=1.CCN(C(C)C)C(C)C, predict the reaction product. The product is: [CH2:13]([CH:20]1[CH2:25][CH2:24][N:23]([CH2:2][C:3]2[S:7][C:6]([NH:8][C:9](=[O:11])[CH3:10])=[N:5][CH:4]=2)[CH:22]([CH3:26])[CH2:21]1)[C:14]1[CH:19]=[CH:18][CH:17]=[CH:16][CH:15]=1. (6) The product is: [NH2:1][C:2]1[C:7]2[C:8]([C:11]3[CH:16]=[CH:15][C:14]([NH:17][C:18]([C:20]4[N:21]([CH3:29])[C:22]5[C:27]([CH:28]=4)=[CH:26][CH:25]=[CH:24][CH:23]=5)=[O:19])=[C:13]([O:30][CH3:31])[CH:12]=3)=[CH:9][S:10][C:6]=2[C:5]([N:70]=[C:57]([C:58]2[CH:63]=[CH:62][CH:61]=[CH:60][CH:59]=2)[C:64]2[CH:69]=[CH:68][CH:67]=[CH:66][CH:65]=2)=[CH:4][N:3]=1. Given the reactants [NH2:1][C:2]1[C:7]2[C:8]([C:11]3[CH:16]=[CH:15][C:14]([NH:17][C:18]([C:20]4[N:21]([CH3:29])[C:22]5[C:27]([CH:28]=4)=[CH:26][CH:25]=[CH:24][CH:23]=5)=[O:19])=[C:13]([O:30][CH3:31])[CH:12]=3)=[CH:9][S:10][C:6]=2[C:5](I)=[CH:4][N:3]=1.CC(C)([O-])C.[Na+].C1OCCOCCOCCOCCOCCOC1.[C:57](=[NH:70])([C:64]1[CH:69]=[CH:68][CH:67]=[CH:66][CH:65]=1)[C:58]1[CH:63]=[CH:62][CH:61]=[CH:60][CH:59]=1, predict the reaction product. (7) The product is: [Br:18][C:15]1[CH:14]=[CH:13][C:12]([CH2:11][CH:5]([CH2:4][OH:3])[CH2:6][OH:7])=[CH:17][CH:16]=1. Given the reactants C([O:3][C:4](=O)[CH:5]([CH2:11][C:12]1[CH:17]=[CH:16][C:15]([Br:18])=[CH:14][CH:13]=1)[C:6](OCC)=[O:7])C.CC(C[AlH]CC(C)C)C.Cl.C(OCC)(=O)C, predict the reaction product.